From a dataset of TCR-epitope binding with 47,182 pairs between 192 epitopes and 23,139 TCRs. Binary Classification. Given a T-cell receptor sequence (or CDR3 region) and an epitope sequence, predict whether binding occurs between them. (1) Result: 0 (the TCR does not bind to the epitope). The TCR CDR3 sequence is CASSQDQTNEQFF. The epitope is ISDYDYYRY. (2) The epitope is KLGGALQAK. The TCR CDR3 sequence is CASSHSGRSEIQPQHF. Result: 0 (the TCR does not bind to the epitope). (3) The epitope is MLNIPSINV. The TCR CDR3 sequence is CASSYGTGGQETQYF. Result: 1 (the TCR binds to the epitope). (4) The epitope is NLVPMVATV. The TCR CDR3 sequence is CASSFLWANQGATNTGELFF. Result: 1 (the TCR binds to the epitope). (5) The TCR CDR3 sequence is CASSLQNTGELFF. The epitope is LLFGYPVYV. Result: 0 (the TCR does not bind to the epitope). (6) The epitope is HPKVSSEVHI. The TCR CDR3 sequence is CASSQDSGTRANNEQFF. Result: 0 (the TCR does not bind to the epitope). (7) The epitope is WICLLQFAY. The TCR CDR3 sequence is CASSSLAGDLGEQYF. Result: 0 (the TCR does not bind to the epitope). (8) The epitope is LQPFPQPELPYPQPQ. The TCR CDR3 sequence is CSASSSGGASYNEQFF. Result: 1 (the TCR binds to the epitope).